Dataset: Full USPTO retrosynthesis dataset with 1.9M reactions from patents (1976-2016). Task: Predict the reactants needed to synthesize the given product. (1) Given the product [F:21][C:15]1[CH:14]=[C:13]2[C:18]([C:19]([OH:20])=[C:10]([NH:9][C:22](=[O:26])[CH2:23][CH2:24][CH3:25])[CH:11]=[N:12]2)=[CH:17][CH:16]=1, predict the reactants needed to synthesize it. The reactants are: C(N(CC)CC)C.Cl.[NH2:9][C:10]1[CH:11]=[N:12][C:13]2[C:18]([C:19]=1[OH:20])=[CH:17][CH:16]=[C:15]([F:21])[CH:14]=2.[C:22](Cl)(=[O:26])[CH2:23][CH2:24][CH3:25].C(=O)(O)[O-].[Na+]. (2) Given the product [Br:1][C:2]1[CH:3]=[C:4]([NH:8][C:9](=[O:18])[CH2:10][CH2:11][CH2:12][CH2:13][CH2:14][C:15]([OH:17])=[O:16])[CH:5]=[N:6][CH:7]=1, predict the reactants needed to synthesize it. The reactants are: [Br:1][C:2]1[CH:3]=[C:4]([NH2:8])[CH:5]=[N:6][CH:7]=1.[C:9](O)(=[O:18])[CH2:10][CH2:11][CH2:12][CH2:13][CH2:14][C:15]([OH:17])=[O:16].[OH-].[Na+]. (3) Given the product [F:23][C:24]1[CH:25]=[C:26]([S:30]([NH:1][C:2]2[CH:3]=[CH:4][C:5]([CH:8]3[C:17]([CH3:18])([CH3:19])[CH2:16][C:15]4[C:10](=[CH:11][CH:12]=[C:13]([C:20]([OH:22])=[O:21])[CH:14]=4)[NH:9]3)=[CH:6][CH:7]=2)(=[O:32])=[O:31])[CH:27]=[CH:28][CH:29]=1, predict the reactants needed to synthesize it. The reactants are: [NH2:1][C:2]1[CH:7]=[CH:6][C:5]([CH:8]2[C:17]([CH3:19])([CH3:18])[CH2:16][C:15]3[C:10](=[CH:11][CH:12]=[C:13]([C:20]([OH:22])=[O:21])[CH:14]=3)[NH:9]2)=[CH:4][CH:3]=1.[F:23][C:24]1[CH:25]=[C:26]([S:30](Cl)(=[O:32])=[O:31])[CH:27]=[CH:28][CH:29]=1.